From a dataset of Full USPTO retrosynthesis dataset with 1.9M reactions from patents (1976-2016). Predict the reactants needed to synthesize the given product. (1) Given the product [CH3:3][O:4][C:5]1[CH:33]=[CH:32][C:8]([C:9]([NH:11][C:12]2[CH:28]=[C:27]([N+:29]([O-:31])=[O:30])[CH:26]=[CH:25][C:13]=2[C:14]([NH:16][C:17]2[CH:18]=[CH:19][C:20]([O:23][CH3:24])=[CH:21][CH:22]=2)=[O:15])=[O:10])=[C:7]([O:34][CH2:35][CH2:36][CH2:37][NH:47][CH2:55][C:54]2[CH:53]=[CH:81][C:80]([O:82][CH3:83])=[CH:79][CH:78]=2)[CH:6]=1, predict the reactants needed to synthesize it. The reactants are: [BH4-].[Na+].[CH3:3][O:4][C:5]1[CH:33]=[CH:32][C:8]([C:9]([NH:11][C:12]2[CH:28]=[C:27]([N+:29]([O-:31])=[O:30])[CH:26]=[CH:25][C:13]=2[C:14]([NH:16][C:17]2[CH:22]=[CH:21][C:20]([O:23][CH3:24])=[CH:19][CH:18]=2)=[O:15])=[O:10])=[C:7]([O:34][CH2:35][CH2:36][CH:37]([NH2:47])CC2C=CC(OC)=CC=2)[CH:6]=1.NCCCO[C:53]1[CH:81]=[C:80]([O:82][CH3:83])[CH:79]=[CH:78][C:54]=1[C:55](NC1C=C([N+]([O-])=O)C=CC=1C(NC1C=CC(OC)=CC=1)=O)=O.COC1C=CC(C=O)=CC=1. (2) Given the product [Cl:28][C:29]1[CH:37]=[CH:36][C:35]([Cl:38])=[CH:34][C:30]=1[C:31]([NH:8][C:5]1[CH:6]=[CH:7][C:2]([Cl:1])=[C:3]([C:9]2[O:10][C:11]3[CH:17]=[CH:16][C:15]([C:18]4[CH:23]=[CH:22][C:21]([O:24][CH:25]([CH3:27])[CH3:26])=[CH:20][CH:19]=4)=[CH:14][C:12]=3[N:13]=2)[CH:4]=1)=[O:32], predict the reactants needed to synthesize it. The reactants are: [Cl:1][C:2]1[CH:7]=[CH:6][C:5]([NH2:8])=[CH:4][C:3]=1[C:9]1[O:10][C:11]2[CH:17]=[CH:16][C:15]([C:18]3[CH:23]=[CH:22][C:21]([O:24][CH:25]([CH3:27])[CH3:26])=[CH:20][CH:19]=3)=[CH:14][C:12]=2[N:13]=1.[Cl:28][C:29]1[CH:37]=[CH:36][C:35]([Cl:38])=[CH:34][C:30]=1[C:31](Cl)=[O:32]. (3) Given the product [C:24]([O:28][C:29](=[O:30])[NH:2][CH:3]1[CH2:11][C:10]2[C:5](=[CH:6][CH:7]=[C:8]([N+:12]([O-:14])=[O:13])[CH:9]=2)[CH2:4]1)([CH3:27])([CH3:26])[CH3:25], predict the reactants needed to synthesize it. The reactants are: Cl.[NH2:2][CH:3]1[CH2:11][C:10]2[C:5](=[CH:6][CH:7]=[C:8]([N+:12]([O-:14])=[O:13])[CH:9]=2)[CH2:4]1.C(N(C(C)C)CC)(C)C.[C:24]([O:28][C:29](O[C:29]([O:28][C:24]([CH3:27])([CH3:26])[CH3:25])=[O:30])=[O:30])([CH3:27])([CH3:26])[CH3:25]. (4) The reactants are: [CH3:1][CH2:2][CH:3]([N:5]1[N:10]=[CH:9][N:8]([C:11]2[CH:12]=[CH:13][C:14]([N:17]3[CH2:22][CH2:21][N:20]([C:23]4[CH:24]=[CH:25][C:26]([O:29][CH2:30][C@@H:31]5[O:35][C@:34]([C:42]6[CH:43]=[CH:44][C:45]([Cl:49])=[CH:46][C:47]=6[Cl:48])([CH2:36][N:37]6[N:41]=[CH:40][N:39]=[CH:38]6)[O:33][CH2:32]5)=[CH:27][CH:28]=4)[CH2:19][CH2:18]3)=[CH:15][CH:16]=2)[C:6]1=[O:7])[CH3:4].[ClH:50].[C:51]([OH:60])(=[O:59])[C@H:52]([C@@H:54]([C:56]([OH:58])=[O:57])[OH:55])[OH:53]. Given the product [C:51]([OH:60])(=[O:59])[C@H:52]([C@@H:54]([C:56]([OH:58])=[O:57])[OH:55])[OH:53].[CH3:1][CH2:2][CH:3]([N:5]1[N:10]=[CH:9][N:8]([C:11]2[CH:16]=[CH:15][C:14]([N:17]3[CH2:22][CH2:21][N:20]([C:23]4[CH:28]=[CH:27][C:26]([O:29][CH2:30][C@@H:31]5[O:35][C@:34]([C:42]6[CH:43]=[CH:44][C:45]([Cl:49])=[CH:46][C:47]=6[Cl:48])([CH2:36][N:37]6[N:41]=[CH:40][N:39]=[CH:38]6)[O:33][CH2:32]5)=[CH:25][CH:24]=4)[CH2:19][CH2:18]3)=[CH:13][CH:12]=2)[C:6]1=[O:7])[CH3:4].[ClH:50], predict the reactants needed to synthesize it. (5) Given the product [Cl:23][C:7]1[N:8]=[C:3]([CH:2]([F:20])[F:1])[CH:4]=[C:5]([C:10]2[CH:11]=[N:12][C:13]([C:16]([F:19])([F:18])[F:17])=[CH:14][CH:15]=2)[N:6]=1, predict the reactants needed to synthesize it. The reactants are: [F:1][CH:2]([F:20])[C:3]1[NH:8][C:7](=O)[N:6]=[C:5]([C:10]2[CH:11]=[N:12][C:13]([C:16]([F:19])([F:18])[F:17])=[CH:14][CH:15]=2)[CH:4]=1.O=P(Cl)(Cl)[Cl:23]. (6) Given the product [F:27][C:22]1[CH:23]=[CH:24][CH:25]=[CH:26][C:21]=1[CH2:20][N:13]1[C:14]2=[N:15][CH:16]=[CH:17][CH:18]=[C:19]2[C:11]([C:10]2[NH:6][C:7](=[O:37])[N:8]([CH2:28][CH2:29][CH2:30][N:31]3[CH2:36][CH2:35][O:34][CH2:33][CH2:32]3)[N:9]=2)=[N:12]1, predict the reactants needed to synthesize it. The reactants are: COC1C=C(OC)C=CC=1C[N:6]1[C:10]([C:11]2[C:19]3[C:14](=[N:15][CH:16]=[CH:17][CH:18]=3)[N:13]([CH2:20][C:21]3[CH:26]=[CH:25][CH:24]=[CH:23][C:22]=3[F:27])[N:12]=2)=[N:9][N:8]([CH2:28][CH2:29][CH2:30][N:31]2[CH2:36][CH2:35][O:34][CH2:33][CH2:32]2)[C:7]1=[O:37].S(=O)(=O)(O)O.C(=O)([O-])[O-].[Na+].[Na+]. (7) Given the product [Cl:34][C:23]1[CH:22]=[C:21]([NH:20][C:12]2[C:11]3[C:16](=[CH:17][C:8](/[CH:7]=[CH:6]/[CH2:5][N:43]4[CH2:44][CH2:45][CH:40]([N:35]5[CH2:39][CH2:38][CH2:37][CH2:36]5)[CH2:41][CH2:42]4)=[CH:9][CH:10]=3)[N:15]=[CH:14][C:13]=2[C:18]#[N:19])[CH:26]=[CH:25][C:24]=1[S:27][C:28]1[N:29]([CH3:33])[CH:30]=[CH:31][N:32]=1, predict the reactants needed to synthesize it. The reactants are: C(O[CH2:5]/[CH:6]=[CH:7]/[C:8]1[CH:17]=[C:16]2[C:11]([C:12]([NH:20][C:21]3[CH:26]=[CH:25][C:24]([S:27][C:28]4[N:29]([CH3:33])[CH:30]=[CH:31][N:32]=4)=[C:23]([Cl:34])[CH:22]=3)=[C:13]([C:18]#[N:19])[CH:14]=[N:15]2)=[CH:10][CH:9]=1)(=O)C.[N:35]1([CH:40]2[CH2:45][CH2:44][NH:43][CH2:42][CH2:41]2)[CH2:39][CH2:38][CH2:37][CH2:36]1.